This data is from hERG potassium channel inhibition data for cardiac toxicity prediction from Karim et al.. The task is: Regression/Classification. Given a drug SMILES string, predict its toxicity properties. Task type varies by dataset: regression for continuous values (e.g., LD50, hERG inhibition percentage) or binary classification for toxic/non-toxic outcomes (e.g., AMES mutagenicity, cardiotoxicity, hepatotoxicity). Dataset: herg_karim. (1) The molecule is NC(=O)N1CCc2nc(-c3ccc(OC4CC(N5CCCCC5)C4)cc3)sc2C1. The result is 0 (non-blocker). (2) The molecule is CC(C)Nc1nc(-c2ccccc2Cl)c2c(n1)N(c1c(Cl)cccc1Cl)C(=O)NC2. The result is 1 (blocker). (3) The compound is CNC(=O)N1CCC(C2N[C@@H](c3nc(-c4ccccc4)c[nH]3)Cc3c2[nH]c2ccccc32)CC1. The result is 1 (blocker). (4) The result is 1 (blocker). The compound is CC[N+](CC)CCCN(CC(=O)N(C1CCCCC1)C1CCCCC1)C(=O)c1ccc([N+](=O)[O-])cc1. (5) The molecule is CC(C)(Cc1ccc2ccccc2c1)NC[C@@H](O)COc1cccc(Cl)c1C#N. The result is 1 (blocker).